Predict the reactants needed to synthesize the given product. From a dataset of Full USPTO retrosynthesis dataset with 1.9M reactions from patents (1976-2016). (1) Given the product [CH3:28][O:29][C:30]([C@@H:32]1[CH2:36][CH2:35][C@H:34]([C:37]([N:13]2[CH2:12][CH2:11][N:10]([C:14]3[CH:19]=[CH:18][C:17]([O:20][CH3:21])=[C:16]([O:22][CH:23]4[CH2:27][CH2:26][CH2:25][CH2:24]4)[CH:15]=3)[CH2:9][C@@H:8]2[CH2:1][C:2]2[CH:3]=[CH:4][CH:5]=[CH:6][CH:7]=2)=[O:38])[CH2:33]1)=[O:31], predict the reactants needed to synthesize it. The reactants are: [CH2:1]([C@@H:8]1[NH:13][CH2:12][CH2:11][N:10]([C:14]2[CH:19]=[CH:18][C:17]([O:20][CH3:21])=[C:16]([O:22][CH:23]3[CH2:27][CH2:26][CH2:25][CH2:24]3)[CH:15]=2)[CH2:9]1)[C:2]1[CH:7]=[CH:6][CH:5]=[CH:4][CH:3]=1.[CH3:28][O:29][C:30]([C@@H:32]1[CH2:36][CH2:35][C@H:34]([C:37](O)=[O:38])[CH2:33]1)=[O:31].C1CCC(N=C=NC2CCCCC2)CC1. (2) Given the product [O:14]=[C:7]1[CH2:8][CH2:9][CH2:10][CH2:11][CH2:12][CH2:13][N:6]1[CH2:1][CH2:2][CH2:3][CH:4]=[O:16], predict the reactants needed to synthesize it. The reactants are: [CH2:1]([N:6]1[CH2:13][CH2:12][CH2:11][CH2:10][CH2:9][CH2:8][C:7]1=[O:14])[CH2:2][CH2:3][CH:4]=C.I([O-])(=O)(=O)=[O:16].[Na+]. (3) Given the product [C:2]([O:4][C@H:5]1[C:14]2[C@:15]3([CH3:30])[C:16](/[C:17](=[CH:18]\[N:41]4[CH2:42][CH2:43][N:38]([CH:32]5[CH2:37][CH2:36][CH2:35][CH2:34][CH2:33]5)[CH2:39][CH2:40]4)/[C:23](=[O:24])[O:25][C@@H:26]3[CH2:27][O:28][CH3:29])=[C:20]([OH:19])[C:21](=[O:22])[C:13]=2[CH:8]2[C@@:7]([CH3:31])([C@@H:11]([OH:12])[CH2:10][CH2:9]2)[CH2:6]1)(=[O:3])[CH3:1], predict the reactants needed to synthesize it. The reactants are: [CH3:1][C:2]([O:4][C@H:5]1[C:14]2[C@@:15]3([CH3:30])[C@@H:26]([CH2:27][O:28][CH3:29])[O:25][C:23](=[O:24])[C:17]4=[CH:18][O:19][C:20]([C:21](=[O:22])[C:13]=2[C@@H:8]2[CH2:9][CH2:10][C@H:11]([OH:12])[C@@:7]2([CH3:31])[CH2:6]1)=[C:16]34)=[O:3].[CH:32]1([N:38]2[CH2:43][CH2:42][NH:41][CH2:40][CH2:39]2)[CH2:37][CH2:36][CH2:35][CH2:34][CH2:33]1. (4) The reactants are: Br[C:2]1[CH:3]=[N:4][CH:5]=[C:6]([Br:9])[C:7]=1[Cl:8].[CH:10]1(B(O)O)[CH2:12][CH2:11]1.C(=O)([O-])[O-].[Cs+].[Cs+].O1CCOCC1. Given the product [Br:9][C:6]1[CH:5]=[N:4][CH:3]=[C:2]([CH:10]2[CH2:12][CH2:11]2)[C:7]=1[Cl:8], predict the reactants needed to synthesize it. (5) Given the product [CH3:20][C:19]1[C:12]2[C:11]([O:10][C:9]3[C:8]([CH3:25])=[C:7]([O:26][CH3:27])[CH:6]=[C:5]([C:3]([OH:4])=[O:2])[C:15]=3[O:14][C:13]=2[C:16]([CH:22]=[O:23])=[C:17]([OH:21])[CH:18]=1)=[O:24], predict the reactants needed to synthesize it. The reactants are: C[O:2][C:3]([C:5]1[C:15]2[O:14][C:13]3[C:16]([CH:22]=[O:23])=[C:17]([OH:21])[CH:18]=[C:19]([CH3:20])[C:12]=3[C:11](=[O:24])[O:10][C:9]=2[C:8]([CH3:25])=[C:7]([O:26][CH3:27])[CH:6]=1)=[O:4].[I-].[Li+].Cl. (6) Given the product [O:2]1[CH2:19][CH2:20][O:21][CH:1]1[CH:3]1[NH:7][CH2:6][CH2:5][N:4]1[C:8]1[CH:15]=[C:14]([N+:16]([O-:18])=[O:17])[CH:13]=[CH:12][C:9]=1[C:10]#[N:11], predict the reactants needed to synthesize it. The reactants are: [CH:1]([C:3]1[N:4]([C:8]2[CH:15]=[C:14]([N+:16]([O-:18])=[O:17])[CH:13]=[CH:12][C:9]=2[C:10]#[N:11])[CH:5]=[CH:6][N:7]=1)=[O:2].[CH2:19](O)[CH2:20][OH:21].O.C1(C)C=CC(S(O)(=O)=O)=CC=1.C1C=CC=CC=1.[OH-].[Na+]. (7) Given the product [ClH:19].[Cl:19][C:16]1[CH:17]=[CH:18][C:11]2[CH2:10][CH2:9][NH:8][CH2:14][CH2:13][C:12]=2[C:15]=1[CH2:20][S:21][C:22]1[NH:26][CH:25]=[CH:24][N:23]=1, predict the reactants needed to synthesize it. The reactants are: C(OC([N:8]1[CH2:14][CH2:13][C:12]2[C:15]([CH2:20][S:21][C:22]3[NH:23][CH:24]=[CH:25][N:26]=3)=[C:16]([Cl:19])[CH:17]=[CH:18][C:11]=2[CH2:10][CH2:9]1)=O)(C)(C)C.C(Cl)(=O)C.